Dataset: Reaction yield outcomes from USPTO patents with 853,638 reactions. Task: Predict the reaction yield, written as a fraction of the theoretical maximum amount of product (1.0 means a 100% yield; for example, 0.34 means a 34% yield). (1) The reactants are [Li]CCCC.[O:6]([C:13]1[CH:18]=[C:17]([O:19][C:20]2[CH:25]=[CH:24][CH:23]=[CH:22][CH:21]=2)[N:16]=[C:15]([S:26][CH3:27])[N:14]=1)[C:7]1[CH:12]=[CH:11][CH:10]=[CH:9][CH:8]=1.[C:28](=[O:30])=[O:29].Cl. The catalyst is C1COCC1. The product is [O:6]([C:13]1[C:18]([C:28]([OH:30])=[O:29])=[C:17]([O:19][C:20]2[CH:25]=[CH:24][CH:23]=[CH:22][CH:21]=2)[N:16]=[C:15]([S:26][CH3:27])[N:14]=1)[C:7]1[CH:12]=[CH:11][CH:10]=[CH:9][CH:8]=1. The yield is 0.710. (2) The reactants are CO[C:3]([C:5]1[N:6]=[CH:7][C:8]2[N:9]([CH:20]=[N:21][CH:22]=2)[C:10]=1[NH:11][C:12]1[CH:17]=[CH:16][C:15]([Br:18])=[CH:14][C:13]=1[F:19])=[O:4].[CH:23]([O:25][CH2:26][CH2:27][O:28][NH2:29])=[CH2:24].C[Si](C)(C)[N-][Si](C)(C)C.[Li+]. The catalyst is C1COCC1. The product is [Br:18][C:15]1[CH:16]=[CH:17][C:12]([NH:11][C:10]2[N:9]3[CH:20]=[N:21][CH:22]=[C:8]3[CH:7]=[N:6][C:5]=2[C:3]([NH:29][O:28][CH2:27][CH2:26][O:25][CH:23]=[CH2:24])=[O:4])=[C:13]([F:19])[CH:14]=1. The yield is 0.894.